This data is from Full USPTO retrosynthesis dataset with 1.9M reactions from patents (1976-2016). The task is: Predict the reactants needed to synthesize the given product. (1) Given the product [Cl:23][C:4]1[CH:3]=[C:2]([NH:1][S:25]([CH3:24])(=[O:27])=[O:26])[CH:7]=[CH:6][C:5]=1[C:8]1[N:13]2[N:14]=[C:15]([NH:17][C:18]([CH:20]3[CH2:22][CH2:21]3)=[O:19])[N:16]=[C:12]2[CH:11]=[CH:10][CH:9]=1, predict the reactants needed to synthesize it. The reactants are: [NH2:1][C:2]1[CH:7]=[CH:6][C:5]([C:8]2[N:13]3[N:14]=[C:15]([NH:17][C:18]([CH:20]4[CH2:22][CH2:21]4)=[O:19])[N:16]=[C:12]3[CH:11]=[CH:10][CH:9]=2)=[C:4]([Cl:23])[CH:3]=1.[CH3:24][S:25](Cl)(=[O:27])=[O:26].O. (2) Given the product [NH:1]1[C:9]2[C:4](=[CH:5][CH:6]=[CH:7][CH:8]=2)[C:3]([CH2:10][C@H:11]2[C:12](=[O:27])[S:13][CH2:14][CH:15]([C:17]3[CH:22]=[CH:21][C:20]([O:23][CH3:24])=[CH:19][C:18]=3[O:25][CH3:26])[NH:16]2)=[CH:2]1, predict the reactants needed to synthesize it. The reactants are: [NH:1]1[C:9]2[C:4](=[CH:5][CH:6]=[CH:7][CH:8]=2)[C:3]([CH2:10][C@@H:11]2[NH:16][C:15]([C:17]3[CH:22]=[CH:21][C:20]([O:23][CH3:24])=[CH:19][C:18]=3[O:25][CH3:26])=[CH:14][S:13][C:12]2=[O:27])=[CH:2]1.N1C2C(=CC=CC=2)C(C[C@@H]2N=C(C3C=CC(OC)=CC=3OC)CSC2=O)=C1.C([BH3-])#N.[Na+].C(O)(=O)C. (3) Given the product [C:1]([O:5][C:6]([N:8]1[CH2:12][CH2:11][CH2:10][C@H:9]1[CH2:13][O:14][S:21]([C:18]1[CH:19]=[CH:20][C:15]([CH3:25])=[CH:16][CH:17]=1)(=[O:23])=[O:22])=[O:7])([CH3:4])([CH3:3])[CH3:2], predict the reactants needed to synthesize it. The reactants are: [C:1]([O:5][C:6]([N:8]1[CH2:12][CH2:11][CH2:10][C@H:9]1[CH2:13][OH:14])=[O:7])([CH3:4])([CH3:3])[CH3:2].[C:15]1([CH3:25])[CH:20]=[CH:19][C:18]([S:21](Cl)(=[O:23])=[O:22])=[CH:17][CH:16]=1.